From a dataset of Full USPTO retrosynthesis dataset with 1.9M reactions from patents (1976-2016). Predict the reactants needed to synthesize the given product. Given the product [CH3:1][S:2][C:3]1[CH:4]=[C:5]([N:6]2[CH:10]=[C:30]([C:29]([OH:32])=[O:31])[N:20]=[CH:23]2)[CH:7]=[CH:8][CH:9]=1, predict the reactants needed to synthesize it. The reactants are: [CH3:1][S:2][C:3]1[CH:4]=[C:5]([CH:7]=[CH:8][CH:9]=1)[NH2:6].[CH:10](OCC)(OCC)OCC.[N+:20]([CH2:23]C(OCC)=O)([O-])=O.[C:29]([OH:32])(=[O:31])[CH3:30].